From a dataset of HIV replication inhibition screening data with 41,000+ compounds from the AIDS Antiviral Screen. Binary Classification. Given a drug SMILES string, predict its activity (active/inactive) in a high-throughput screening assay against a specified biological target. (1) The molecule is CCCC(C)(O)CCC(O)(CCC)CCC. The result is 0 (inactive). (2) The molecule is N#CC(C(=O)C(N)=O)c1ccccc1Cl. The result is 0 (inactive). (3) The molecule is O=c1c(Cl)c(Cl)cnn1-c1ccccc1. The result is 0 (inactive).